This data is from Retrosynthesis with 50K atom-mapped reactions and 10 reaction types from USPTO. The task is: Predict the reactants needed to synthesize the given product. (1) Given the product COc1cccc(-c2ccc(C(=O)NCCOc3ccc(CC(Oc4ccc(C(C)C)cc4)C(=O)O)cc3)cc2)c1, predict the reactants needed to synthesize it. The reactants are: CCOC(=O)C(Cc1ccc(OCCNC(=O)c2ccc(-c3cccc(OC)c3)cc2)cc1)Oc1ccc(C(C)C)cc1. (2) Given the product COc1cccc([C@H]2O[C@H](CCC(=O)N3CC(C(=O)O)C3)c3cccn3-c3ccc(Cl)cc32)c1OC, predict the reactants needed to synthesize it. The reactants are: COC(=O)C1CN(C(=O)CC[C@H]2O[C@H](c3cccc(OC)c3OC)c3cc(Cl)ccc3-n3cccc32)C1. (3) The reactants are: CN.C[C@]12CC[C@@H]3c4ccc(O)cc4CC[C@H]3[C@@H]1C[C@@H](O)C2=O. Given the product CN[C@H]1[C@H](O)C[C@H]2[C@@H]3CCc4cc(O)ccc4[C@H]3CC[C@@]21C, predict the reactants needed to synthesize it. (4) Given the product CCN1C(=O)C(C)(C)c2cc3[nH]c(-c4n[nH]cc4NC(=O)c4ccncc4)nc3cc21, predict the reactants needed to synthesize it. The reactants are: CCN1C(=O)C(C)(C)c2cc3[nH]c(-c4n[nH]cc4N)nc3cc21.O=C(O)c1ccncc1. (5) The reactants are: COC(=O)c1ccc(F)cc1N.O=C(Cl)c1ccc(Cl)s1. Given the product COC(=O)c1ccc(F)cc1NC(=O)c1ccc(Cl)s1, predict the reactants needed to synthesize it. (6) Given the product CC(=O)CC(C)CCC=C(C)C, predict the reactants needed to synthesize it. The reactants are: CC(C)=CCCC(C)CC(C)O.